Dataset: Catalyst prediction with 721,799 reactions and 888 catalyst types from USPTO. Task: Predict which catalyst facilitates the given reaction. Reactant: [NH3:1].[CH3:2]O.[CH3:4][O:5][C:6]1[CH:24]=[CH:23][C:9]([CH2:10][N:11]2[C:15]([C:16]([O:18]C)=O)=[C:14]([N+:20]([O-:22])=[O:21])[CH:13]=[N:12]2)=[CH:8][CH:7]=1. Product: [CH3:2][C:13]1[C:14]([N+:20]([O-:22])=[O:21])=[C:15]([C:16]([NH2:1])=[O:18])[N:11]([CH2:10][C:9]2[CH:8]=[CH:7][C:6]([O:5][CH3:4])=[CH:24][CH:23]=2)[N:12]=1. The catalyst class is: 5.